The task is: Predict which catalyst facilitates the given reaction.. This data is from Catalyst prediction with 721,799 reactions and 888 catalyst types from USPTO. (1) Reactant: I[C:2]1[NH:11][C:5]2=[N:6][CH:7]=[C:8]([CH3:10])[CH:9]=[C:4]2[C:3]=1[C:12]1[CH:13]=[N:14][CH:15]=[N:16][CH:17]=1.[CH3:18][N:19]([CH3:33])[CH2:20][CH2:21][CH2:22][O:23][C:24]1[CH:29]=[CH:28][C:27](B(O)O)=[CH:26][CH:25]=1.C(=O)([O-])[O-].[K+].[K+].Cl. Product: [CH3:10][C:8]1[CH:9]=[C:4]2[C:3]([C:12]3[CH:13]=[N:14][CH:15]=[N:16][CH:17]=3)=[C:2]([C:27]3[CH:28]=[CH:29][C:24]([O:23][CH2:22][CH2:21][CH2:20][N:19]([CH3:18])[CH3:33])=[CH:25][CH:26]=3)[NH:11][C:5]2=[N:6][CH:7]=1. The catalyst class is: 75. (2) Reactant: [SH:1][C:2]1[NH:3][C:4]2[CH:10]=[C:9]([CH3:11])[CH:8]=[CH:7][C:5]=2[N:6]=1.Br[C:13]1[S:17][C:16]([CH:18]=[O:19])=[CH:15][CH:14]=1.C(=O)([O-])[O-].[K+].[K+].O. Product: [CH3:11][C:9]1[CH:8]=[CH:7][C:5]2[NH:6][C:2]([S:1][C:13]3[S:17][C:16]([CH:18]=[O:19])=[CH:15][CH:14]=3)=[N:3][C:4]=2[CH:10]=1. The catalyst class is: 3. (3) Reactant: C([O:4][C:5]1([C:8]2[CH:13]=[CH:12][C:11]([C:14]#[C:15][C:16]3[CH:26]=[CH:25][C:19]([C:20]([O:22][CH2:23][CH3:24])=[O:21])=[CH:18][CH:17]=3)=[CH:10][CH:9]=2)[CH2:7][CH2:6]1)(C)C.C(OC(=O)[C:31]1[CH:36]=[CH:35][C:34](I)=[CH:33][CH:32]=1)C. Product: [CH2:7]([C:5]1([C:8]2[CH:9]=[CH:10][C:11]([C:14]#[C:15][C:16]3[CH:17]=[CH:18][C:19]([C:20]([O:22][CH2:23][CH3:24])=[O:21])=[CH:25][CH:26]=3)=[CH:12][CH:13]=2)[CH2:6][O:4]1)[C:31]1[CH:36]=[CH:35][CH:34]=[CH:33][CH:32]=1. The catalyst class is: 337. (4) Reactant: ClC(OCC(C)C)=O.[Cl:9][C:10]1[N:11]=[CH:12][C:13]2[C:18]([I:19])=[CH:17][N:16]([C:20]([CH3:25])([CH3:24])[C:21](O)=[O:22])[C:14]=2[N:15]=1.C(N(CC)CC)C.[BH4-].[Na+]. Product: [Cl:9][C:10]1[N:11]=[CH:12][C:13]2[C:18]([I:19])=[CH:17][N:16]([C:20]([CH3:25])([CH3:24])[CH2:21][OH:22])[C:14]=2[N:15]=1. The catalyst class is: 20. (5) Reactant: [Si]([O:8][C:9]1[CH:14]=[C:13]([CH3:15])[C:12]([C:16]2[CH:21]=[CH:20][CH:19]=[C:18]([CH2:22][O:23][C:24]3[CH:37]=[CH:36][C:27]4[C@H:28]([CH2:31][C:32]([O:34][CH3:35])=[O:33])[CH2:29][O:30][C:26]=4[CH:25]=3)[CH:17]=2)=[C:11]([CH3:38])[CH:10]=1)(C(C)(C)C)(C)C.Cl. Product: [OH:8][C:9]1[CH:10]=[C:11]([CH3:38])[C:12]([C:16]2[CH:21]=[CH:20][CH:19]=[C:18]([CH2:22][O:23][C:24]3[CH:37]=[CH:36][C:27]4[C@H:28]([CH2:31][C:32]([O:34][CH3:35])=[O:33])[CH2:29][O:30][C:26]=4[CH:25]=3)[CH:17]=2)=[C:13]([CH3:15])[CH:14]=1. The catalyst class is: 7. (6) Reactant: [F:1][C:2]1[CH:7]=[CH:6][C:5]([N:8]2[CH2:14][CH2:13][CH2:12][CH:11]([C:15]([OH:17])=[O:16])[CH2:10][C:9]2=[O:18])=[CH:4][CH:3]=1.S(Cl)(Cl)=O.C1COCC1.[F:28][C:29]1[CH:34]=[CH:33][C:32]([C:35](=[N:37]O)[NH2:36])=[CH:31][CH:30]=1. Product: [F:28][C:29]1[CH:34]=[CH:33][C:32]([C:35](=[N:36][O:16][C:15]([CH:11]2[CH2:12][CH2:13][CH2:14][N:8]([C:5]3[CH:4]=[CH:3][C:2]([F:1])=[CH:7][CH:6]=3)[C:9](=[O:18])[CH2:10]2)=[O:17])[NH2:37])=[CH:31][CH:30]=1. The catalyst class is: 2.